This data is from Forward reaction prediction with 1.9M reactions from USPTO patents (1976-2016). The task is: Predict the product of the given reaction. (1) The product is: [CH3:1][O:2][C:3]1[CH:8]=[CH:7][CH:6]=[CH:5][C:4]=1[NH:9][C:10]([NH:12][C:13]1[CH:18]=[CH:17][CH:16]=[C:15]([C:19]#[C:20][C:21]2[CH:22]=[N:23][C:24]([NH:27][CH2:28][CH2:29][CH2:30][N:31]3[CH2:32][CH2:33][CH2:34][CH2:35][CH2:36]3)=[N:25][CH:26]=2)[CH:14]=1)=[O:11]. Given the reactants [CH3:1][O:2][C:3]1[CH:8]=[CH:7][CH:6]=[CH:5][C:4]=1[N:9]=[C:10]=[O:11].[NH2:12][C:13]1[CH:14]=[C:15]([C:19]#[C:20][C:21]2[CH:22]=[N:23][C:24]([NH:27][CH2:28][CH2:29][CH2:30][N:31]3[CH2:36][CH2:35][CH2:34][CH2:33][CH2:32]3)=[N:25][CH:26]=2)[CH:16]=[CH:17][CH:18]=1, predict the reaction product. (2) Given the reactants [OH:1][C:2]1[CH:3]=[C:4]([NH:13][C:14](=[O:16])[CH3:15])[CH:5]=[CH:6][C:7]=1[CH:8](O)[CH2:9][CH2:10][CH3:11].OCC1(OC[C@@H](O)[C@@H](O)[C@H]1O)O, predict the reaction product. The product is: [CH2:8]([C:7]1[CH:6]=[CH:5][C:4]([NH:13][C:14](=[O:16])[CH3:15])=[CH:3][C:2]=1[OH:1])[CH2:9][CH2:10][CH3:11]. (3) Given the reactants Br[C:2]1[CH:3]=[CH:4][C:5]([C:8]([N:10]2[CH2:15][CH2:14][N:13]([C:16]3[CH:21]=[CH:20][C:19]([CH3:22])=[CH:18][C:17]=3[CH3:23])[CH2:12][CH2:11]2)=[O:9])=[N:6][CH:7]=1.[C:24]1([C@@H:30]2[CH2:34][O:33][C:32](=[O:35])[NH:31]2)[CH:29]=[CH:28][CH:27]=[CH:26][CH:25]=1, predict the reaction product. The product is: [CH3:23][C:17]1[CH:18]=[C:19]([CH3:22])[CH:20]=[CH:21][C:16]=1[N:13]1[CH2:14][CH2:15][N:10]([C:8]([C:5]2[N:6]=[CH:7][C:2]([N:31]3[C@H:30]([C:24]4[CH:29]=[CH:28][CH:27]=[CH:26][CH:25]=4)[CH2:34][O:33][C:32]3=[O:35])=[CH:3][CH:4]=2)=[O:9])[CH2:11][CH2:12]1. (4) Given the reactants [CH3:1][O:2][C:3]1[CH:4]=[C:5]([NH:11][C:12]2[C:13]3[CH2:22][CH2:21][CH2:20][C:14]=3[N:15]=[C:16](SC)[N:17]=2)[CH:6]=[C:7]([O:9][CH3:10])[CH:8]=1, predict the reaction product. The product is: [CH3:10][O:9][C:7]1[CH:6]=[C:5]([NH:11][C:12]2[C:13]3[CH2:22][CH2:21][CH2:20][C:14]=3[N:15]=[CH:16][N:17]=2)[CH:4]=[C:3]([O:2][CH3:1])[CH:8]=1. (5) Given the reactants [N:1]([CH:4]([C:25]1[CH:30]=[CH:29][CH:28]=[CH:27][CH:26]=1)[C:5]1[CH:6]=[C:7]([CH:22]=[CH:23][CH:24]=1)[O:8][CH2:9][CH2:10][CH2:11][CH2:12][CH2:13][CH2:14][CH2:15][CH2:16][CH:17]1[O:21][CH2:20][CH2:19][O:18]1)=[N+]=[N-].[H-].[Al+3].[Li+].[H-].[H-].[H-], predict the reaction product. The product is: [O:18]1[CH2:19][CH2:20][O:21][CH:17]1[CH2:16][CH2:15][CH2:14][CH2:13][CH2:12][CH2:11][CH2:10][CH2:9][O:8][C:7]1[CH:6]=[C:5]([CH:4]([C:25]2[CH:30]=[CH:29][CH:28]=[CH:27][CH:26]=2)[NH2:1])[CH:24]=[CH:23][CH:22]=1. (6) Given the reactants [OH:1][C:2]1[CH:10]=[CH:9][CH:8]=[C:7]2[C:3]=1[CH:4]=[CH:5][NH:6]2.[BH3-]C#N.[Na+].O, predict the reaction product. The product is: [OH:1][C:2]1[CH:10]=[CH:9][CH:8]=[C:7]2[C:3]=1[CH2:4][CH2:5][NH:6]2. (7) Given the reactants [C@H:1]1([OH:8])[CH2:6][CH2:5][C@H:4]([OH:7])[CH2:3][CH2:2]1.N1C=CN=C1.[C:14]([Si:18]([CH3:21])([CH3:20])Cl)([CH3:17])([CH3:16])[CH3:15], predict the reaction product. The product is: [C:14]([Si:18]([CH3:21])([CH3:20])[O:7][C@H:4]1[CH2:5][CH2:6][C@H:1]([OH:8])[CH2:2][CH2:3]1)([CH3:17])([CH3:16])[CH3:15]. (8) The product is: [CH2:26]([O:28][CH:29]([CH2:45][CH2:46][CH2:47][CH2:48][CH2:49][CH3:50])[CH2:30][CH2:31][CH2:32][CH2:33][CH2:34][CH2:35][CH2:36][CH2:37][CH2:38][CH2:39][C:40]([O:42][CH2:43][CH3:44])=[O:41])[CH2:25][CH2:24][CH2:23][CH2:22][CH2:21][CH2:20][CH2:19][CH2:18][CH2:17][CH2:16][CH2:15][CH2:14][CH2:13][CH2:12][CH3:11]. Given the reactants C1(C)C=CC(S(O[CH2:11][CH2:12][CH2:13][CH2:14][CH2:15][CH2:16][CH2:17][CH2:18][CH2:19][CH2:20][CH2:21][CH2:22][CH2:23][CH2:24][CH2:25][CH3:26])(=O)=O)=CC=1.[OH:28][CH:29]([CH2:45][CH2:46][CH2:47][CH2:48][CH2:49][CH3:50])[CH2:30][CH2:31][CH2:32][CH2:33][CH2:34][CH2:35][CH2:36][CH2:37][CH2:38][CH2:39][C:40]([O:42][CH2:43][CH3:44])=[O:41].C(=O)([O-])[O-].[K+].[K+].[I-].[Na+], predict the reaction product. (9) Given the reactants C(OC([N:8]1[CH2:13][CH2:12][N:11]([C:14]2[C:15]3[C:36]([O:37][CH3:38])=[CH:35][N:34]=[CH:33][C:16]=3[N:17]=[C:18]([C:20]3[CH:25]=[CH:24][N:23]=[C:22]([NH:26][C:27]4[CH:32]=[CH:31][CH:30]=[CH:29][CH:28]=4)[CH:21]=3)[N:19]=2)[CH2:10][CH2:9]1)=O)(C)(C)C.C(O)(C(F)(F)F)=O, predict the reaction product. The product is: [CH3:38][O:37][C:36]1[C:15]2[C:14]([N:11]3[CH2:10][CH2:9][NH:8][CH2:13][CH2:12]3)=[N:19][C:18]([C:20]3[CH:25]=[CH:24][N:23]=[C:22]([NH:26][C:27]4[CH:28]=[CH:29][CH:30]=[CH:31][CH:32]=4)[CH:21]=3)=[N:17][C:16]=2[CH:33]=[N:34][CH:35]=1.